From a dataset of Full USPTO retrosynthesis dataset with 1.9M reactions from patents (1976-2016). Predict the reactants needed to synthesize the given product. (1) The reactants are: [C:1]([O:5][C:6]([N:8]1[CH2:13][CH2:12][O:11][C:10]2[CH:14]=[C:15](Br)[CH:16]=[N:17][C:9]1=2)=[O:7])([CH3:4])([CH3:3])[CH3:2].[C:19]([O:23]CC1C=CC=CC=1)(=[O:22])[CH:20]=[CH2:21].CC1C=CC=CC=1P(C1C=CC=CC=1C)C1C=CC=CC=1C.CCN(C(C)C)C(C)C.N#N. Given the product [C:1]([O:5][C:6]([N:8]1[CH2:13][CH2:12][O:11][C:10]2[CH:14]=[C:15](/[CH:21]=[CH:20]/[C:19]([OH:23])=[O:22])[CH:16]=[N:17][C:9]1=2)=[O:7])([CH3:4])([CH3:3])[CH3:2], predict the reactants needed to synthesize it. (2) Given the product [CH:17]([NH:1][C:2]1[S:3][CH:4]=[CH:5][C:6]=1[C:7]([O:9][CH3:10])=[O:8])([CH3:19])[CH3:18], predict the reactants needed to synthesize it. The reactants are: [NH2:1][C:2]1[S:3][CH:4]=[CH:5][C:6]=1[C:7]([O:9][CH3:10])=[O:8].C(O)(=O)C.CO[C:17](OC)([CH3:19])[CH3:18].C(O[BH-](OC(=O)C)OC(=O)C)(=O)C.[Na+]. (3) Given the product [NH2:10][CH2:9][C@@H:4]1[C@H:3]([O:2][CH3:1])[CH2:8][CH2:7][CH2:6][N:5]1[C:24]([C:19]1[N:20]=[C:21]([CH3:23])[S:22][C:18]=1[C:15]1[CH:16]=[CH:17][C:12]([F:11])=[CH:13][CH:14]=1)=[O:25], predict the reactants needed to synthesize it. The reactants are: [CH3:1][O:2][C:3]1[C:4]([C:9]#[N:10])=[N:5][CH:6]=[CH:7][CH:8]=1.[F:11][C:12]1[CH:17]=[CH:16][C:15]([C:18]2[S:22][C:21]([CH3:23])=[N:20][C:19]=2[C:24](O)=[O:25])=[CH:14][CH:13]=1. (4) Given the product [CH2:20]([O:1][C:2]1[CH:3]=[C:4]([CH:7]=[C:8]([O:10][CH2:11][CH3:12])[CH:9]=1)[CH:5]=[O:6])[CH3:21], predict the reactants needed to synthesize it. The reactants are: [OH:1][C:2]1[CH:3]=[C:4]([CH:7]=[C:8]([OH:10])[CH:9]=1)[CH:5]=[O:6].[CH2:11](I)[CH3:12].C(=O)([O-])[O-].[K+].[K+].[C:20](#N)[CH3:21]. (5) Given the product [ClH:47].[ClH:47].[C:1]([C:3]1[C:7]2[CH2:8][C@@H:9]3[C@@H:14]([CH2:15][C:6]=2[S:5][C:4]=1[NH:32][CH3:33])[N:13]([CH3:16])[CH2:12][C@H:11]([C:17]([N:19]([CH2:20][CH2:21][CH3:22])[C:23]([NH:24][CH2:25][CH2:26][CH2:27][N:28]([CH3:30])[CH3:29])=[O:31])=[O:18])[CH2:10]3)#[N:2], predict the reactants needed to synthesize it. The reactants are: [C:1]([C:3]1[C:7]2[CH2:8][C@@H:9]3[C@@H:14]([CH2:15][C:6]=2[S:5][C:4]=1[N:32](C)[C:33](=O)OC(C)(C)C)[N:13]([CH3:16])[CH2:12][C@H:11]([C:17]([N:19]([C:23](=[O:31])[NH:24][CH2:25][CH2:26][CH2:27][N:28]([CH3:30])[CH3:29])[CH2:20][CH2:21][CH3:22])=[O:18])[CH2:10]3)#[N:2].C(OCC)(=O)C.[ClH:47].